From a dataset of Peptide-MHC class I binding affinity with 185,985 pairs from IEDB/IMGT. Regression. Given a peptide amino acid sequence and an MHC pseudo amino acid sequence, predict their binding affinity value. This is MHC class I binding data. (1) The MHC is HLA-A02:02 with pseudo-sequence HLA-A02:02. The binding affinity (normalized) is 0.237. The peptide sequence is YNPQSQGVV. (2) The peptide sequence is HLSGWELAK. The MHC is HLA-B57:01 with pseudo-sequence HLA-B57:01. The binding affinity (normalized) is 0.0847. (3) The peptide sequence is IRLRPGGKK. The MHC is HLA-A30:02 with pseudo-sequence HLA-A30:02. The binding affinity (normalized) is 0. (4) The peptide sequence is KSLTTTMQFK. The MHC is HLA-C04:01 with pseudo-sequence HLA-C04:01. The binding affinity (normalized) is 0.0847.